The task is: Regression. Given a peptide amino acid sequence and an MHC pseudo amino acid sequence, predict their binding affinity value. This is MHC class II binding data.. This data is from Peptide-MHC class II binding affinity with 134,281 pairs from IEDB. (1) The peptide sequence is GQQRVFKEKVDTRAK. The MHC is HLA-DQA10102-DQB10501 with pseudo-sequence HLA-DQA10102-DQB10501. The binding affinity (normalized) is 0.262. (2) The peptide sequence is ALTALIRDPPADSTG. The MHC is DRB1_1001 with pseudo-sequence DRB1_1001. The binding affinity (normalized) is 0.615. (3) The peptide sequence is EAIIRILQQLLFIHFRIGCQHSR. The MHC is HLA-DQA10501-DQB10301 with pseudo-sequence HLA-DQA10501-DQB10301. The binding affinity (normalized) is 0.225. (4) The peptide sequence is AAATAGTTVYGAFEA. The MHC is HLA-DQA10501-DQB10301 with pseudo-sequence HLA-DQA10501-DQB10301. The binding affinity (normalized) is 0.629. (5) The peptide sequence is YKLGPSPKARSERPA. The MHC is DRB1_0401 with pseudo-sequence DRB1_0401. The binding affinity (normalized) is 0.575. (6) The peptide sequence is FDPYGATKSATPESA. The MHC is HLA-DQA10501-DQB10201 with pseudo-sequence HLA-DQA10501-DQB10201. The binding affinity (normalized) is 0.261. (7) The MHC is DRB1_1001 with pseudo-sequence DRB1_1001. The peptide sequence is EKKYFAATQGEPLAA. The binding affinity (normalized) is 0.828. (8) The peptide sequence is KTVSEGAVDIINKWQ. The MHC is DRB3_0202 with pseudo-sequence DRB3_0202. The binding affinity (normalized) is 0. (9) The MHC is DRB3_0101 with pseudo-sequence DRB3_0101. The binding affinity (normalized) is 0.414. The peptide sequence is PLGLLLKNLTTSSYV.